From a dataset of NCI-60 drug combinations with 297,098 pairs across 59 cell lines. Regression. Given two drug SMILES strings and cell line genomic features, predict the synergy score measuring deviation from expected non-interaction effect. Drug 1: CC1C(C(CC(O1)OC2CC(OC(C2O)C)OC3=CC4=CC5=C(C(=O)C(C(C5)C(C(=O)C(C(C)O)O)OC)OC6CC(C(C(O6)C)O)OC7CC(C(C(O7)C)O)OC8CC(C(C(O8)C)O)(C)O)C(=C4C(=C3C)O)O)O)O. Drug 2: C1CCC(C(C1)N)N.C(=O)(C(=O)[O-])[O-].[Pt+4]. Cell line: NCIH23. Synergy scores: CSS=53.5, Synergy_ZIP=0.404, Synergy_Bliss=2.34, Synergy_Loewe=-11.3, Synergy_HSA=-0.954.